The task is: Predict which catalyst facilitates the given reaction.. This data is from Catalyst prediction with 721,799 reactions and 888 catalyst types from USPTO. (1) Reactant: [C:1]([O:5][C:6]([C:8]1[C:9]([C:14]2[CH:19]=[CH:18][C:17]([CH2:20][N:21]3[C:25]([CH:26]=NO)=[C:24]([CH:29]=[CH2:30])[N:23]=[C:22]3[O:31][CH2:32][CH3:33])=[C:16]([F:34])[CH:15]=2)=[CH:10][CH:11]=[CH:12][CH:13]=1)=[O:7])([CH3:4])([CH3:3])[CH3:2].S(=O)(=O)(O)[OH:36].C.O. Product: [C:1]([O:5][C:6]([C:8]1[C:9]([C:14]2[CH:19]=[CH:18][C:17]([CH2:20][N:21]3[C:25]([CH:26]=[O:36])=[C:24]([CH:29]=[CH2:30])[N:23]=[C:22]3[O:31][CH2:32][CH3:33])=[C:16]([F:34])[CH:15]=2)=[CH:10][CH:11]=[CH:12][CH:13]=1)=[O:7])([CH3:3])([CH3:2])[CH3:4]. The catalyst class is: 29. (2) Reactant: Cl[C:2]1[C:3]([N+]([O-])=O)=[N:4][S:5][N:6]=1.C(N(CC)CC)C.[CH2:17]([NH2:24])[C:18]1[CH:23]=[CH:22][CH:21]=[CH:20][CH:19]=1.C[N:26]1[C:30](=O)[CH2:29][CH2:28][CH2:27]1. Product: [NH2:26][C:27]1[C:3]2[C:2](=[N:6][S:5][N:4]=2)[CH:30]=[CH:29][C:28]=1[NH:24][CH2:17][C:18]1[CH:23]=[CH:22][CH:21]=[CH:20][CH:19]=1. The catalyst class is: 29. (3) Reactant: Cl[CH2:2][C:3]([C:8]1([Cl:11])[CH2:10][CH2:9]1)([OH:7])[CH2:4][CH:5]=[CH2:6].[CH:12]([Br:15])(Br)[Br:13].[OH-].[Na+]. Product: [Cl:11][C:8]1([C:3]2([CH2:4][CH:5]3[CH2:6][C:12]3([Br:15])[Br:13])[CH2:2][O:7]2)[CH2:10][CH2:9]1. The catalyst class is: 786. (4) Reactant: C1(P(C2C=CC=CC=2)C2C=CC=CC=2)C=CC=CC=1.N1C=CC=CC=1.[CH3:26][C:27]1([C:51]([NH2:53])=[O:52])[C:32]([CH3:34])([CH3:33])[S:31][CH2:30][CH2:29][N:28]1[S:35]([C:38]1[CH:43]=[CH:42][C:41]([O:44][CH2:45][C:46]#[C:47][CH2:48][CH2:49]O)=[CH:40][CH:39]=1)(=[O:37])=[O:36].C(Br)(Br)(Br)[Br:55]. Product: [CH3:26][C:27]1([C:51]([NH2:53])=[O:52])[C:32]([CH3:34])([CH3:33])[S:31][CH2:30][CH2:29][N:28]1[S:35]([C:38]1[CH:43]=[CH:42][C:41]([O:44][CH2:45][C:46]#[C:47][CH2:48][CH2:49][Br:55])=[CH:40][CH:39]=1)(=[O:37])=[O:36]. The catalyst class is: 1. (5) Reactant: [Br:1][C:2]1[CH:11]=[C:10]2[C:5]([C:6]([N:19]3CCOCC3)=[CH:7][CH2:8][N:9]2[C:12]([O:14][C:15]([CH3:18])([CH3:17])[CH3:16])=[O:13])=[CH:4][CH:3]=1.C(N(CC)CC)C.[C:32]1([C:38]2[C:42]([C:43]([F:46])([F:45])[F:44])=[C:41]([C:47](F)=[O:48])[O:40][N:39]=2)[CH:37]=[CH:36][CH:35]=[CH:34][CH:33]=1.Cl.NO.C([O-])(=[O:55])C.[Na+].O. Product: [Br:1][C:2]1[CH:3]=[CH:4][C:5]2[C:6]3[CH:7]([C:47]([OH:48])([C:41]4[O:40][N:39]=[C:38]([C:32]5[CH:37]=[CH:36][CH:35]=[CH:34][CH:33]=5)[C:42]=4[C:43]([F:46])([F:45])[F:44])[O:55][N:19]=3)[CH2:8][N:9]([C:12]([O:14][C:15]([CH3:17])([CH3:18])[CH3:16])=[O:13])[C:10]=2[CH:11]=1. The catalyst class is: 245. (6) Reactant: C([O:3][C:4](=[O:28])[CH2:5][CH2:6][N:7]1[C:11]2[CH:12]=[CH:13][CH:14]=[CH:15][C:10]=2[N:9]([CH2:16][C:17]2[C:18]3[CH:25]=[C:24]([Cl:26])[CH:23]=[CH:22][C:19]=3[S:20][CH:21]=2)[C:8]1=[O:27])C.[OH-].[Na+].Cl. Product: [Cl:26][C:24]1[CH:23]=[CH:22][C:19]2[S:20][CH:21]=[C:17]([CH2:16][N:9]3[C:10]4[CH:15]=[CH:14][CH:13]=[CH:12][C:11]=4[N:7]([CH2:6][CH2:5][C:4]([OH:28])=[O:3])[C:8]3=[O:27])[C:18]=2[CH:25]=1. The catalyst class is: 5.